Dataset: SARS-CoV-2 main protease (3CLPro) crystallographic fragment screen with 879 compounds. Task: Binary Classification. Given a drug SMILES string, predict its activity (active/inactive) in a high-throughput screening assay against a specified biological target. (1) The molecule is Cn1cc(C(N)=O)c(C(F)F)n1. The result is 0 (inactive). (2) The drug is CS(=O)(=O)N1CCC(C(=O)NC2CC2)CC1. The result is 0 (inactive). (3) The compound is COC(=O)[C@@H]1CCCN[C@@H]1C. The result is 0 (inactive). (4) The drug is CC(=O)N1CCOC(CO)C1. The result is 0 (inactive). (5) The drug is CCN(CC)S(=O)(=O)c1ccc(C)cc1. The result is 0 (inactive). (6) The molecule is Cc1nn(C)c2c(O)nncc12. The result is 0 (inactive).